From a dataset of Full USPTO retrosynthesis dataset with 1.9M reactions from patents (1976-2016). Predict the reactants needed to synthesize the given product. (1) Given the product [CH2:1]([O:8][C:9]1[CH:14]=[CH:13][C:12]([C:15]([C:17]2[N:18]([S:36]([C:39]3[CH:40]=[CH:41][C:42]([CH3:43])=[CH:44][CH:45]=3)(=[O:37])=[O:38])[CH:19]=[CH:20][C:21]=2[N:22]2[CH:26]=[CH:25][CH:24]=[C:23]2[CH2:27][O:28][Si:29]([C:32]([CH3:35])([CH3:34])[CH3:33])([CH3:31])[CH3:30])=[O:16])=[C:11]([O:46][CH3:47])[CH:10]=1)[C:2]1[CH:7]=[CH:6][CH:5]=[CH:4][CH:3]=1, predict the reactants needed to synthesize it. The reactants are: [CH2:1]([O:8][C:9]1[CH:14]=[CH:13][C:12]([CH:15]([C:17]2[N:18]([S:36]([C:39]3[CH:45]=[CH:44][C:42]([CH3:43])=[CH:41][CH:40]=3)(=[O:38])=[O:37])[CH:19]=[CH:20][C:21]=2[N:22]2[CH:26]=[CH:25][CH:24]=[C:23]2[CH2:27][O:28][Si:29]([C:32]([CH3:35])([CH3:34])[CH3:33])([CH3:31])[CH3:30])[OH:16])=[C:11]([O:46][CH3:47])[CH:10]=1)[C:2]1[CH:7]=[CH:6][CH:5]=[CH:4][CH:3]=1. (2) The reactants are: [NH2:1][C:2]1[CH:11]=[C:10]([C:12]2[CH:17]=[CH:16][CH:15]=[CH:14][CH:13]=2)[C:9]2[C:4](=[CH:5][C:6]([S:18][C:19]3[CH:20]=[C:21]([C:25]([OH:30])([CH2:28][CH3:29])[CH2:26][CH3:27])[CH:22]=[CH:23][CH:24]=3)=[CH:7][CH:8]=2)[N:3]=1.Cl[CH2:32][CH:33]=O.C(=O)(O)[O-].[Na+].O. Given the product [C:12]1([C:10]2[C:9]3[C:4](=[CH:5][C:6]([S:18][C:19]4[CH:20]=[C:21]([C:25]([OH:30])([CH2:28][CH3:29])[CH2:26][CH3:27])[CH:22]=[CH:23][CH:24]=4)=[CH:7][CH:8]=3)[N:3]3[CH:32]=[CH:33][N:1]=[C:2]3[CH:11]=2)[CH:13]=[CH:14][CH:15]=[CH:16][CH:17]=1, predict the reactants needed to synthesize it. (3) Given the product [OH:43][C:2]1[CH:3]=[C:4]([S:8]([N:11]([C:18]2[CH:23]=[CH:22][CH:21]=[CH:20][C:19]=2[C:24]([OH:41])([C:37]([F:40])([F:39])[F:38])[C:25]#[C:26][C:27]2[CH:32]=[CH:31][C:30]([S:33]([CH3:36])(=[O:35])=[O:34])=[CH:29][CH:28]=2)[CH2:12][CH2:13][C:14]([F:17])([F:16])[F:15])(=[O:10])=[O:9])[CH:5]=[CH:6][CH:7]=1, predict the reactants needed to synthesize it. The reactants are: N[C:2]1[CH:3]=[C:4]([S:8]([N:11]([C:18]2[CH:23]=[CH:22][CH:21]=[CH:20][C:19]=2[C:24]([OH:41])([C:37]([F:40])([F:39])[F:38])[C:25]#[C:26][C:27]2[CH:32]=[CH:31][C:30]([S:33]([CH3:36])(=[O:35])=[O:34])=[CH:29][CH:28]=2)[CH2:12][CH2:13][C:14]([F:17])([F:16])[F:15])(=[O:10])=[O:9])[CH:5]=[CH:6][CH:7]=1.N([O-])=[O:43].[Na+]. (4) Given the product [Cl:25][C:16]1[C:15]([Cl:14])=[C:23]([F:24])[CH:22]=[CH:21][C:17]=1[C:18]([OH:20])=[O:19], predict the reactants needed to synthesize it. The reactants are: [Li]C(CC)C.CN(CCN(C)C)C.[Cl:14][C:15]1[CH:16]=[C:17]([CH:21]=[CH:22][C:23]=1[F:24])[C:18]([OH:20])=[O:19].[Cl:25]C(Cl)(Cl)C(Cl)(Cl)Cl.